Dataset: Forward reaction prediction with 1.9M reactions from USPTO patents (1976-2016). Task: Predict the product of the given reaction. (1) Given the reactants O[O:2][S:3]([O-:5])=O.[K+].[CH:7]1([CH2:10][C:11]2([CH:20]([NH:22][C:23](=[O:37])[C:24]3[C:29]([CH3:30])=[CH:28][C:27]([C:31]([F:34])([F:33])[F:32])=[N:26][C:25]=3[O:35][CH3:36])[CH3:21])[CH2:14][CH:13]([CH2:15]SCCC)[CH2:12]2)[CH2:9][CH2:8]1.C(=O)([O-])[O-].[Na+].[Na+].[CH3:44][C:45]([CH3:47])=O, predict the reaction product. The product is: [CH:7]1([CH2:10][C:11]2([CH:20]([NH:22][C:23](=[O:37])[C:24]3[C:29]([CH3:30])=[CH:28][C:27]([C:31]([F:33])([F:34])[F:32])=[N:26][C:25]=3[O:35][CH3:36])[CH3:21])[CH2:14][CH:13]([CH2:15][S:3]([CH2:44][CH2:45][CH3:47])(=[O:5])=[O:2])[CH2:12]2)[CH2:9][CH2:8]1. (2) Given the reactants [Cl:1][C:2]1[CH:7]=[C:6]([C:8](=[O:10])[CH3:9])[CH:5]=[CH:4][N:3]=1.B(Cl)([C@@H]1[C@@H](C)[C@@H]2C(C)(C)[C@@H](C2)C1)[C@@H]1[C@@H](C)[C@@H]2C(C)(C)[C@@H](C2)C1, predict the reaction product. The product is: [Cl:1][C:2]1[CH:7]=[C:6]([C@H:8]([OH:10])[CH3:9])[CH:5]=[CH:4][N:3]=1. (3) The product is: [CH:3]1([N:2]([CH3:1])[C:9]2[N:14]=[C:13]([N:15]3[CH2:16][CH2:17][CH:18]([C:21]4[CH:26]=[CH:25][C:24]([CH2:27][CH:28]([NH:30][C:31](=[O:33])[CH3:32])[CH3:29])=[CH:23][CH:22]=4)[CH2:19][CH2:20]3)[CH:12]=[CH:11][N:10]=2)[CH2:7][CH2:6][CH2:5][CH2:4]1. Given the reactants [CH3:1][NH:2][CH:3]1[CH2:7][CH2:6][CH2:5][CH2:4]1.Cl[C:9]1[N:14]=[C:13]([N:15]2[CH2:20][CH2:19][CH:18]([C:21]3[CH:26]=[CH:25][C:24]([CH2:27][CH:28]([NH:30][C:31](=[O:33])[CH3:32])[CH3:29])=[CH:23][CH:22]=3)[CH2:17][CH2:16]2)[CH:12]=[CH:11][N:10]=1, predict the reaction product.